This data is from Forward reaction prediction with 1.9M reactions from USPTO patents (1976-2016). The task is: Predict the product of the given reaction. (1) Given the reactants [F:1][C:2]1[CH:9]=[C:8](F)[C:7]([N+:11]([O-:13])=[O:12])=[CH:6][C:3]=1[C:4]#[N:5].[Cl:14][C:15]1[CH:16]=[C:17]([NH2:26])[CH:18]=[N:19][C:20]=1[O:21][CH2:22][CH:23]([CH3:25])[CH3:24].C([O-])([O-])=O.[K+].[K+], predict the reaction product. The product is: [Cl:14][C:15]1[CH:16]=[C:17]([NH:26][C:8]2[C:7]([N+:11]([O-:13])=[O:12])=[CH:6][C:3]([C:4]#[N:5])=[C:2]([F:1])[CH:9]=2)[CH:18]=[N:19][C:20]=1[O:21][CH2:22][CH:23]([CH3:24])[CH3:25]. (2) Given the reactants C(OC([N:8]1[CH2:13][CH2:12][N:11]([C:14]2[O:15][C:16]([CH3:19])=[N:17][N:18]=2)[CH2:10][CH2:9]1)=O)(C)(C)C.C(O)(C(F)(F)F)=O, predict the reaction product. The product is: [CH3:19][C:16]1[O:15][C:14]([N:11]2[CH2:12][CH2:13][NH:8][CH2:9][CH2:10]2)=[N:18][N:17]=1.